Dataset: Full USPTO retrosynthesis dataset with 1.9M reactions from patents (1976-2016). Task: Predict the reactants needed to synthesize the given product. Given the product [Cl:1][C:2]1[N:3]=[C:4]([N:14]2[CH2:19][CH2:18][O:17][CH2:16][CH2:15]2)[C:5]2[S:10][C:9]([CH2:11][NH:12][CH3:13])=[CH:8][C:6]=2[N:7]=1, predict the reactants needed to synthesize it. The reactants are: [Cl:1][C:2]1[N:3]=[C:4]([N:14]2[CH2:19][CH2:18][O:17][CH2:16][CH2:15]2)[C:5]2[S:10][C:9](/[CH:11]=[N:12]/[CH3:13])=[CH:8][C:6]=2[N:7]=1.[BH4-].[Na+].